Dataset: Full USPTO retrosynthesis dataset with 1.9M reactions from patents (1976-2016). Task: Predict the reactants needed to synthesize the given product. Given the product [CH2:1]([N:3]([CH:28]1[CH2:33][CH2:32][N:31]([CH2:45][CH2:46][OH:48])[CH2:30][CH2:29]1)[C:4]1[C:19]2[CH2:18][CH:17]=[CH:16][CH2:15][CH2:14][C:13]3[CH:20]=[C:21]([CH3:26])[NH:22][C:23](=[O:24])[C:12]=3[CH2:11][NH:10][C:9](=[O:27])[C:8]=2[CH:7]=[CH:6][CH:5]=1)[CH3:2], predict the reactants needed to synthesize it. The reactants are: [CH2:1]([N:3]([CH:28]1[CH2:33][CH2:32][NH:31][CH2:30][CH2:29]1)[C:4]1[C:19]2[CH2:18][CH:17]=[CH:16][CH2:15][CH2:14][C:13]3[CH:20]=[C:21]([CH3:26])[N:22]=[C:23]([O:24]C)[C:12]=3[CH2:11][NH:10][C:9](=[O:27])[C:8]=2[CH:7]=[CH:6][CH:5]=1)[CH3:2].[Si](OCC=O)(C(C)(C)C)(C)C.[CH3:45][C:46]([OH:48])=O.[BH3-]C#N.[Na+].Cl.